From a dataset of Forward reaction prediction with 1.9M reactions from USPTO patents (1976-2016). Predict the product of the given reaction. (1) Given the reactants [C:1]([O:4][C:5]1[CH:6]=[C:7]([CH:11]=[CH:12][C:13]=1[O:14][CH3:15])[C:8]([OH:10])=O)(=[O:3])[CH3:2].Cl.[CH3:17][O:18][C:19]([C:21]1([NH2:28])[CH2:27][CH2:26][CH2:25][CH2:24][CH2:23][CH2:22]1)=[O:20].[B-](F)(F)(F)F.CCOC(C(C#N)=NOC(N(C)C)=[N+](C)C)=O.O, predict the reaction product. The product is: [CH3:17][O:18][C:19]([C:21]1([NH:28][C:8](=[O:10])[C:7]2[CH:11]=[CH:12][C:13]([O:14][CH3:15])=[C:5]([O:4][C:1](=[O:3])[CH3:2])[CH:6]=2)[CH2:22][CH2:23][CH2:24][CH2:25][CH2:26][CH2:27]1)=[O:20]. (2) Given the reactants [C:1]([C:4]1[CH:5]=[C:6]([F:34])[C:7]([C:15]2[CH:24]=[CH:23][CH:22]=[C:21]3[C:16]=2[C:17]([F:33])([F:32])[CH2:18][N:19](C(OC(C)(C)C)=O)[CH2:20]3)=[C:8]2[C:12]=1[NH:11][C:10]([CH3:13])=[C:9]2[CH3:14])(=[O:3])[NH2:2], predict the reaction product. The product is: [F:33][C:17]1([F:32])[C:16]2[C:21](=[CH:22][CH:23]=[CH:24][C:15]=2[C:7]2[C:6]([F:34])=[CH:5][C:4]([C:1]([NH2:2])=[O:3])=[C:12]3[C:8]=2[C:9]([CH3:14])=[C:10]([CH3:13])[NH:11]3)[CH2:20][NH:19][CH2:18]1. (3) Given the reactants [C:1]([N:8]1[CH2:14][CH2:13][CH2:12][C:11](=O)[CH2:10][CH2:9]1)([O:3][C:4]([CH3:7])([CH3:6])[CH3:5])=[O:2].[N+:16]([C:19]1[CH:20]=[C:21]([CH:23]=[CH:24][CH:25]=1)[NH2:22])([O-:18])=[O:17].C(O[BH-](OC(=O)C)OC(=O)C)(=O)C.[Na+].C(=O)([O-])O.[Na+], predict the reaction product. The product is: [N+:16]([C:19]1[CH:20]=[C:21]([NH:22][CH:11]2[CH2:12][CH2:13][CH2:14][N:8]([C:1]([O:3][C:4]([CH3:7])([CH3:6])[CH3:5])=[O:2])[CH2:9][CH2:10]2)[CH:23]=[CH:24][CH:25]=1)([O-:18])=[O:17].